This data is from Experimentally validated miRNA-target interactions with 360,000+ pairs, plus equal number of negative samples. The task is: Binary Classification. Given a miRNA mature sequence and a target amino acid sequence, predict their likelihood of interaction. (1) The miRNA is hsa-miR-323b-5p with sequence AGGUUGUCCGUGGUGAGUUCGCA. The protein sequence of the target gene is MAGGEAGVTLGQPHLSRQDLTTLDVTKLTPLSHEVISRQATINIGTIGHVAHGKSTVVKAISGVHTVRFKNELERNITIKLGYANAKIYKLDDPSCPRPECYRSCGSSTPDEFPTDIPGTKGNFKLVRHVSFVDCPGHDILMATMLNGAAVMDAALLLIAGNESCPQPQTSEHLAAIEIMKLKHILILQNKIDLVKESQAKEQYEQILAFVQGTVAEGAPIIPISAQLKYNIEVVCEYIVKKIPVPPRDFTSEPRLIVIRSFDVNKPGCEVDDLKGGVAGGSILKGVLKVGQEIEVRPGI.... Result: 1 (interaction). (2) The miRNA is hsa-miR-197-3p with sequence UUCACCACCUUCUCCACCCAGC. The protein sequence of the target gene is MEPKAPCPAAVPSEERKFRVLVGVTGSVAALKLPLLVSKLLDVPGLEVTVVTTERAKHFYSPQDVPVTLYSDADEWEMWKRRSDPVLHIDLRRWADLMLVAPLDANTLGKVASGICDNLLTCVIRAWDLNKPLLFCPAMNTAMWEHPLTAQQVAQLKAFGYVEIPCVSKKLVCGDQGLGAMAEVETIVAKVQAVLSQHGSIQQS. Result: 0 (no interaction). (3) The miRNA is mmu-miR-101a-3p with sequence UACAGUACUGUGAUAACUGAA. The protein sequence of the target gene is MHYPTALLFLILANGAQAFRICAFNAQRLTLAKVAREQVMDTLVRILARCDIMVLQEVVDSSGSAIPLLLRELNRFDGSGPYSTLSSPQLGRSTYMETYVYFYRSHKTQVLSSYVYNDEDDVFAREPFVAQFSLPSNVLPSLVLVPLHTTPKAVEKELNALYDVFLEVSQHWQSKDVILLGDFNADCASLTKKRLDKLELRTEPGFHWVIADGEDTTVRASTHCTYDRVVLHGERCRSLLHTAAAFDFPTSFQLTEEEALNISDHYPVEVELKLSQAHSVQPLSLTVLLLLSLLSPQLCP.... Result: 0 (no interaction). (4) The miRNA is hsa-miR-876-3p with sequence UGGUGGUUUACAAAGUAAUUCA. The protein sequence of the target gene is MMVDCQSSTQEIGEELINGVIYSISLRKVQLHQGATKGQRWLGCENESALNLYETCKVRTVKAGTLEKLVEHLVPAFQGSDLSYVTVFLCTYRAFTTTQQVLDLLFKRYGRCDALTASSRYGCILPYSSEDGGPQDQLKNAISSILGTWLDQYSEDFCQPPDFPCLKQLVAYVQLNMPGSDLERRAHLLLAQLEDLEPSEAESEALSPAPVLSLKPASQLEPALLLTPSQVVTSTPVREPAAAPVPVLASSPVVAPAPELEPVPEPPQEPEPSLALAPELEPAVSQSLELESAPVPTPAL.... Result: 0 (no interaction). (5) The miRNA is dme-miR-278-3p with sequence UCGGUGGGACUUUCGUCCGUUU. The protein sequence of the target gene is MAVAAMAERGRLSHAAPAPSTEGLPRAFLQSLRTLFDILDDRQRGYVHLREIESRWQGADARELPCGVLEGLRQVAPANGYLTFERFVAGLRTSLLKADGGQRDQARVAARPGDQSSLQQRLMFAPADEPRTVLERKPLPLSACPASGGPSGTSRNPELLCVPVEAASCPTETERPLSKALEQIPSADLGAAACKTLGKGTGEARQAPRARGERRRHTITNGVDCSLLKQMKELDQEQEVLLQGLEMMARGRDWYQQQLQRVQERQRRLSQSRAAADFGAEGSPRPLGRLLPKVQEVARC.... Result: 0 (no interaction). (6) The miRNA is hsa-miR-8075 with sequence UGCUGAUGGCAGAUGUCGGGUCUG. The protein sequence of the target gene is MARASLVQPALWALLLLQVVGPAAAAKLNIPKVLLPFTRATRVNFTLEASEGCYRWSSTRPEVASIEPLGSSEQQCSQKAVVQARLTQPARLTSIIFAEDITTGQVLRCDAIVDLIHGIQIVSTTRELYLEDSPLELKIQALDSEGNTFSTLAGLVFDWTIVKDTEANGFSDSHNALRILTFLESTYIPPSYISEMEKAAKQGDTILVSGMKTGSSKLKARIQEAVYKNVRPAEVRLLILENILLNPAYDVYLLVGTSIHYKVQKIRQGKITELSMPSDQYELQLQNSIPDPQGDPARPV.... Result: 0 (no interaction). (7) The miRNA is mmu-miR-219a-5p with sequence UGAUUGUCCAAACGCAAUUCU. The protein sequence of the target gene is MSAQSLLHSVFSCSSPASGGTASAKGFSKRKLRQTRSLDPALIGGCGSEMGAEGGLRGSTVSRLHSPQLLAEGLGSRLASSPRSQHLRATRFQTPRPLCSSFSTPSTPQEKSPSGSFHFDYEVPLSRSGLKKSMAWDLPSVLAGSGSASSRSPASILSSSGGGPNGIFSSPRRWLQQRKFQPPPNSRSHPYVVWRSEGDFTWNSMSGRSVRLRSVPIQSLSELERARLQEVAFYQLQQDCDLGCQITIPKDGQKRKKSLRKKLDSLGKEKNKDKEFIPQAFGMPLSQVIANDRAYKLKQD.... Result: 0 (no interaction).